This data is from Reaction yield outcomes from USPTO patents with 853,638 reactions. The task is: Predict the reaction yield, written as a fraction of the theoretical maximum amount of product (1.0 means a 100% yield; for example, 0.34 means a 34% yield). (1) The reactants are [Cl:1][C:2]1[N:3]=[N:4][C:5](Cl)=[CH:6][C:7]=1[C:8]1[CH:13]=[CH:12][CH:11]=[CH:10][CH:9]=1.[N:15]1[CH:20]=[CH:19][CH:18]=[N:17][C:16]=1[N:21]1[CH2:26][CH2:25][NH:24][CH2:23][CH2:22]1. No catalyst specified. The product is [Cl:1][C:2]1[N:3]=[N:4][C:5]([N:24]2[CH2:25][CH2:26][N:21]([C:16]3[N:15]=[CH:20][CH:19]=[CH:18][N:17]=3)[CH2:22][CH2:23]2)=[CH:6][C:7]=1[C:8]1[CH:13]=[CH:12][CH:11]=[CH:10][CH:9]=1. The yield is 0.860. (2) The reactants are [CH3:1][O:2][C:3](=[O:20])[C@H:4]([CH2:16][CH:17]([CH3:19])[CH3:18])[NH:5][C:6]([O:8][CH2:9][C:10]1[CH:15]=[CH:14][CH:13]=[CH:12][N:11]=1)=[O:7].CI.[H-].[Na+].[C:25](OCC)(=O)C. The catalyst is C1COCC1.O. The product is [CH3:1][O:2][C:3](=[O:20])[C@H:4]([CH2:16][CH:17]([CH3:18])[CH3:19])[N:5]([CH3:25])[C:6]([O:8][CH2:9][C:10]1[CH:15]=[CH:14][CH:13]=[CH:12][N:11]=1)=[O:7]. The yield is 0.460. (3) The reactants are CC1C=CC(S([O:11][CH2:12][CH2:13][CH2:14][C:15]([CH3:20])([S:17][S:18][CH3:19])[CH3:16])(=O)=O)=CC=1.O[C:22]1[CH:27]=[C:26]([C:28]([O:30][CH2:31][CH3:32])=[O:29])[N:25]=[C:24]([C:33]([O:35][CH2:36][CH3:37])=[O:34])[CH:23]=1.C(=O)([O-])[O-].[K+].[K+]. The catalyst is CN(C)C=O. The product is [CH3:20][C:15]([S:17][S:18][CH3:19])([CH3:16])[CH2:14][CH2:13][CH2:12][O:11][C:22]1[CH:23]=[C:24]([C:33]([O:35][CH2:36][CH3:37])=[O:34])[N:25]=[C:26]([C:28]([O:30][CH2:31][CH3:32])=[O:29])[CH:27]=1. The yield is 0.520. (4) The reactants are [CH2:1]([O:3][C:4]([C:6]1([NH:15][C:16](=[O:25])[C:17]2[CH:22]=[CH:21][CH:20]=[C:19]([CH3:23])[C:18]=2I)[CH2:14][C:13]2[C:8](=[CH:9][CH:10]=[CH:11][CH:12]=2)[CH2:7]1)=[O:5])[CH3:2].[CH2:26]([C:28](B1OC2C=CC=CC=2O1)=[CH:29][CH2:30][CH3:31])[CH3:27]. The catalyst is O1CCOCC1.C1C=CC([P]([Pd]([P](C2C=CC=CC=2)(C2C=CC=CC=2)C2C=CC=CC=2)([P](C2C=CC=CC=2)(C2C=CC=CC=2)C2C=CC=CC=2)[P](C2C=CC=CC=2)(C2C=CC=CC=2)C2C=CC=CC=2)(C2C=CC=CC=2)C2C=CC=CC=2)=CC=1. The product is [CH2:1]([O:3][C:4]([C:6]1([NH:15][C:16](=[O:25])[C:17]2[CH:22]=[CH:21][CH:20]=[C:19]([CH3:23])[C:18]=2[C:28]([CH2:26][CH3:27])=[CH:29][CH2:30][CH3:31])[CH2:14][C:13]2[C:8](=[CH:9][CH:10]=[CH:11][CH:12]=2)[CH2:7]1)=[O:5])[CH3:2]. The yield is 0.730. (5) The reactants are [O:1]1[C:5]2[CH:6]=[CH:7][C:8]([CH2:10][C:11]([OH:13])=O)=[CH:9][C:4]=2[O:3][CH2:2]1.[NH2:14][C:15]1[CH:23]=[C:22]([S:24](=[O:27])(=[O:26])[NH2:25])[CH:21]=[CH:20][C:16]=1[C:17]([OH:19])=[O:18]. The catalyst is CN(C)C=O.ClCCl. The product is [O:1]1[C:5]2[CH:6]=[CH:7][C:8]([CH2:10][C:11]([NH:14][C:15]3[CH:23]=[C:22]([S:24](=[O:27])(=[O:26])[NH2:25])[CH:21]=[CH:20][C:16]=3[C:17]([OH:19])=[O:18])=[O:13])=[CH:9][C:4]=2[O:3][CH2:2]1. The yield is 0.530. (6) The reactants are Cl.[C:2]([C:4]1([CH2:10][O:11][C:12]2[CH:17]=[CH:16][CH:15]=[CH:14][C:13]=2[CH3:18])[CH2:9][CH2:8][NH:7][CH2:6][CH2:5]1)#[N:3].[O:19]=[C:20]1[C:25]([CH:26]=O)=[CH:24][CH:23]=[CH:22][NH:21]1.C(O[BH-](OC(=O)C)OC(=O)C)(=O)C.[Na+].C(=O)(O)[O-].[Na+]. The catalyst is C(Cl)(Cl)Cl.C(OCC)(=O)C.ClCCl. The product is [O:19]=[C:20]1[C:25]([CH2:26][N:7]2[CH2:8][CH2:9][C:4]([CH2:10][O:11][C:12]3[CH:17]=[CH:16][CH:15]=[CH:14][C:13]=3[CH3:18])([C:2]#[N:3])[CH2:5][CH2:6]2)=[CH:24][CH:23]=[CH:22][NH:21]1. The yield is 0.0500. (7) The reactants are [Cl:1][C:2]1[CH:7]=[CH:6][C:5]([C:8]2[C:12]3[CH2:13][N:14]([C:17](=[O:19])[CH3:18])[CH2:15][CH2:16][C:11]=3[N:10]([CH2:20][CH2:21][CH2:22]Cl)[N:9]=2)=[CH:4][CH:3]=1.[F:24][C:25]1[CH:30]=[CH:29][CH:28]=[CH:27][C:26]=1[N:31]1[CH2:36][CH2:35][NH:34][CH2:33][CH2:32]1.C([O-])([O-])=O.[K+].[K+].CO.CCOC(C)=O. The catalyst is CC#N.[N+](CCCC)(CCCC)(CCCC)CCCC.[I-]. The product is [Cl:1][C:2]1[CH:7]=[CH:6][C:5]([C:8]2[C:12]3[CH2:13][N:14]([C:17](=[O:19])[CH3:18])[CH2:15][CH2:16][C:11]=3[N:10]([CH2:20][CH2:21][CH2:22][N:34]3[CH2:33][CH2:32][N:31]([C:26]4[CH:27]=[CH:28][CH:29]=[CH:30][C:25]=4[F:24])[CH2:36][CH2:35]3)[N:9]=2)=[CH:4][CH:3]=1. The yield is 0.410.